This data is from Reaction yield outcomes from USPTO patents with 853,638 reactions. The task is: Predict the reaction yield, written as a fraction of the theoretical maximum amount of product (1.0 means a 100% yield; for example, 0.34 means a 34% yield). (1) The reactants are [CH2:1]([O:3][C:4]([N:6]1[CH2:11][CH2:10][C:9]([C:13]2[CH:18]=[CH:17][C:16]([O:19]CC3C=CC=CC=3)=[CH:15][C:14]=2[O:27]CC2C=CC=CC=2)(O)[CH2:8][CH2:7]1)=[O:5])[CH3:2]. The catalyst is CO.[Pd]. The product is [CH2:1]([O:3][C:4]([N:6]1[CH2:7][CH2:8][CH:9]([C:13]2[CH:18]=[CH:17][C:16]([OH:19])=[CH:15][C:14]=2[OH:27])[CH2:10][CH2:11]1)=[O:5])[CH3:2]. The yield is 0.860. (2) The reactants are [O:1]=[C:2]1[C:10]2([CH2:14][O:13][C:12]3[CH:15]=[C:16]4[C:20](=[CH:21][C:11]2=3)[CH2:19][CH2:18][O:17]4)[C:9]2[C:4](=[CH:5][CH:6]=[CH:7][CH:8]=2)[N:3]1[CH2:22][CH2:23][CH:24]=O.[CH2:26]([NH2:31])[CH2:27][CH:28]([CH3:30])[CH3:29].C(O[BH-](OC(=O)C)OC(=O)C)(=O)C.[Na+]. The catalyst is ClCCCl. The product is [CH3:29][CH:28]([CH3:30])[CH2:27][CH2:26][NH:31][CH2:24][CH2:23][CH2:22][N:3]1[C:4]2[C:9](=[CH:8][CH:7]=[CH:6][CH:5]=2)[C:10]2([CH2:14][O:13][C:12]3[CH:15]=[C:16]4[C:20](=[CH:21][C:11]2=3)[CH2:19][CH2:18][O:17]4)[C:2]1=[O:1]. The yield is 0.910. (3) The reactants are [F:1][C:2]1[CH:32]=[CH:31][C:5]([CH2:6][N:7]2[C:11]3[C:12](=[O:26])[N:13]([CH3:25])[C:14]([CH:23]=[O:24])=[C:15]([C:16]4[CH:21]=[CH:20][C:19]([CH3:22])=[CH:18][CH:17]=4)[C:10]=3[C:9]3[CH2:27][O:28][CH2:29][CH2:30][C:8]2=3)=[CH:4][CH:3]=1.[Si]([C:37]#[N:38])(C)(C)C.Cl.O1CCOCC1.[CH2:46]1[CH2:51][O:50][CH:49]=[CH:48][CH2:47]1.C([O-])(O)=O.[Na+]. The catalyst is ClCCl.[I-].[Zn+2].[I-].CC1C=CC(S([O-])(=O)=O)=CC=1.C1C=C[NH+]=CC=1.CCOC(C)=O.CCN(CC)CC. The product is [F:1][C:2]1[CH:3]=[CH:4][C:5]([CH2:6][N:7]2[C:11]3[C:12](=[O:26])[N:13]([CH3:25])[C:14]([CH:23]([O:24][CH:49]4[CH2:48][CH2:47][CH2:46][CH2:51][O:50]4)[C:37]#[N:38])=[C:15]([C:16]4[CH:17]=[CH:18][C:19]([CH3:22])=[CH:20][CH:21]=4)[C:10]=3[C:9]3[CH2:27][O:28][CH2:29][CH2:30][C:8]2=3)=[CH:31][CH:32]=1. The yield is 0.900. (4) The reactants are [C:1]([CH2:3][C:4]1[CH:5]=[C:6]2[C:10](=[CH:11][CH:12]=1)[N:9]([C:13]1[CH:18]=[CH:17][CH:16]=[C:15]([C:19]#[C:20][C@:21]3([OH:28])[CH2:25][CH2:24][N:23]([CH3:26])[C:22]3=[O:27])[CH:14]=1)[N:8]=[C:7]2[C:29]([O:31]C)=O)#[N:2].[NH3:33]. The catalyst is CO. The product is [C:1]([CH2:3][C:4]1[CH:5]=[C:6]2[C:10](=[CH:11][CH:12]=1)[N:9]([C:13]1[CH:18]=[CH:17][CH:16]=[C:15]([C:19]#[C:20][C@:21]3([OH:28])[CH2:25][CH2:24][N:23]([CH3:26])[C:22]3=[O:27])[CH:14]=1)[N:8]=[C:7]2[C:29]([NH2:33])=[O:31])#[N:2]. The yield is 0.390. (5) The reactants are [CH3:1][O:2][CH2:3][C:4]1[NH:8][C:7]2[CH:9]=[CH:10][CH:11]=[CH:12][C:6]=2[N:5]=1.Br[CH2:14][C:15]1[CH:35]=[CH:34][C:18]2/[C:19](=[C:29](/[CH2:32][CH3:33])\[C:30]#[N:31])/[C:20]3[CH:27]=[CH:26][C:25]([F:28])=[CH:24][C:21]=3[O:22][CH2:23][C:17]=2[CH:16]=1. No catalyst specified. The product is [F:28][C:25]1[CH:26]=[CH:27][C:20]2=[C:21]([CH:24]=1)[O:22][CH2:23][C:17]1[CH:16]=[C:15]([CH2:14][N:8]3[C:7]4[CH:9]=[CH:10][CH:11]=[CH:12][C:6]=4[N:5]=[C:4]3[CH2:3][O:2][CH3:1])[CH:35]=[CH:34][C:18]=1/[C:19]/2=[C:29](/[CH2:32][CH3:33])\[C:30]#[N:31]. The yield is 1.00. (6) The reactants are CC(C)([O-])C.[Na+].C1(P(C2CCCCC2)C2C=CC=CC=2C2C=[CH:24][CH:23]=[CH:22][C:21]=2[N:26]([CH3:28])C)CCCCC1.[CH2:35]([C@@H:42]1[NH:47][CH2:46][CH2:45][N:44]([C:48]2[CH:56]=[C:55]3[C:51]([C:52]([CH2:61][CH3:62])=[N:53][N:54]3[CH:57]3[CH2:60][CH2:59][CH2:58]3)=[CH:50][CH:49]=2)[CH2:43]1)[C:36]1[CH:41]=[CH:40][CH:39]=[CH:38][CH:37]=1.BrC1C=NC=CC=1. The catalyst is C1(C)C=CC=CC=1.C1C=CC(/C=C/C(/C=C/C2C=CC=CC=2)=O)=CC=1.C1C=CC(/C=C/C(/C=C/C2C=CC=CC=2)=O)=CC=1.C1C=CC(/C=C/C(/C=C/C2C=CC=CC=2)=O)=CC=1.[Pd].[Pd]. The product is [CH2:35]([C@@H:42]1[N:47]([C:24]2[CH:28]=[N:26][CH:21]=[CH:22][CH:23]=2)[CH2:46][CH2:45][N:44]([C:48]2[CH:56]=[C:55]3[C:51]([C:52]([CH2:61][CH3:62])=[N:53][N:54]3[CH:57]3[CH2:58][CH2:59][CH2:60]3)=[CH:50][CH:49]=2)[CH2:43]1)[C:36]1[CH:37]=[CH:38][CH:39]=[CH:40][CH:41]=1. The yield is 0.130. (7) The reactants are [CH3:1][C:2]1([CH3:12])[O:6][C:5](=[CH:7][C:8](Cl)=[O:9])[C:4](=[O:11])[O:3]1.[C:13]([C:17]1[CH:26]=[CH:25][C:20]([CH2:21][NH:22][O:23][CH3:24])=[CH:19][CH:18]=1)([O:15][CH3:16])=[O:14]. No catalyst specified. The product is [CH3:16][O:15][C:13](=[O:14])[C:17]1[CH:26]=[CH:25][C:20]([CH2:21][N:22]([C:8](=[O:9])[CH:7]=[C:5]2[C:4](=[O:11])[O:3][C:2]([CH3:12])([CH3:1])[O:6]2)[O:23][CH3:24])=[CH:19][CH:18]=1. The yield is 0.830. (8) The reactants are [Cl:1][C:2]1[CH:3]=[C:4]([OH:9])[CH:5]=[CH:6][C:7]=1[Cl:8].S(=O)(=O)(O)O.[N+:15]([O-])([OH:17])=[O:16]. The catalyst is C(Cl)Cl. The product is [Cl:8][C:7]1[C:2]([Cl:1])=[CH:3][C:4]([OH:9])=[C:5]([N+:15]([O-:17])=[O:16])[CH:6]=1. The yield is 0.420. (9) The reactants are [NH:1]1[CH:5]=[CH:4][CH:3]=[N:2]1.CC([O-])(C)C.[K+].F[C:13]1[CH:18]=[C:17]([CH3:19])[CH:16]=[CH:15][N:14]=1. The catalyst is CS(C)=O.O. The product is [CH3:19][C:17]1[CH:16]=[CH:15][N:14]=[C:13]([N:1]2[CH:5]=[CH:4][CH:3]=[N:2]2)[CH:18]=1. The yield is 0.990.